This data is from Full USPTO retrosynthesis dataset with 1.9M reactions from patents (1976-2016). The task is: Predict the reactants needed to synthesize the given product. (1) Given the product [CH3:2][N:3]([CH2:4][C:5]1[NH:9][N:8]=[C:7]([C:10]2[CH:15]=[CH:14][N:13]=[CH:12][CH:11]=2)[N:6]=1)[C:21]([C:17]1[S:16][CH:20]=[CH:19][CH:18]=1)=[O:22], predict the reactants needed to synthesize it. The reactants are: Cl.[CH3:2][NH:3][CH2:4][C:5]1[NH:9][N:8]=[C:7]([C:10]2[CH:15]=[CH:14][N:13]=[CH:12][CH:11]=2)[N:6]=1.[S:16]1[CH:20]=[CH:19][CH:18]=[C:17]1[C:21](O)=[O:22].C1(N=C=NC2CCCCC2)CCCCC1.C(N(CC)CC)C. (2) Given the product [CH:53]1([NH:43][C:26]2[C:27]3[N:28]([C:30]([C:33](=[O:34])[NH:35][C:36]4[CH:41]=[CH:40][N:39]=[CH:38][C:37]=4[F:42])=[CH:31][N:32]=3)[N:29]=[C:24]([NH:23][C@H:20]3[CH2:19][CH2:18][C@H:17]([NH:16][C:9](=[O:10])[O:11][CH2:12][CH2:15][N:57]([CH3:58])[CH3:56])[CH2:22][CH2:21]3)[CH:25]=2)[CH2:55][CH2:54]1, predict the reactants needed to synthesize it. The reactants are: [C:9](O[C:9]([O:11][C:12]([CH3:15])(C)C)=[O:10])([O:11][C:12](C)(C)[CH3:15])=[O:10].[NH2:16][C@H:17]1[CH2:22][CH2:21][C@H:20]([NH:23][C:24]2[CH:25]=[C:26]([N:43]([CH:53]3[CH2:55][CH2:54]3)CC3C=CC(OC)=CC=3)[C:27]3[N:28]([C:30]([C:33]([NH:35][C:36]4[CH:41]=[CH:40][N:39]=[CH:38][C:37]=4[F:42])=[O:34])=[CH:31][N:32]=3)[N:29]=2)[CH2:19][CH2:18]1.[CH3:56][N:57](C)[CH2:58]CO.C(O)(C(F)(F)F)=O.